Dataset: Full USPTO retrosynthesis dataset with 1.9M reactions from patents (1976-2016). Task: Predict the reactants needed to synthesize the given product. (1) The reactants are: [F:1][C:2]1[C:10]([I:11])=[C:9]([CH3:12])[CH:8]=[CH:7][C:3]=1[C:4]([OH:6])=[O:5].S(=O)(=O)(O)O.[CH3:18]O. Given the product [CH3:18][O:5][C:4](=[O:6])[C:3]1[CH:7]=[CH:8][C:9]([CH3:12])=[C:10]([I:11])[C:2]=1[F:1], predict the reactants needed to synthesize it. (2) Given the product [F:10][C:11]1[C:16]([CH3:17])=[CH:15][C:14]2[N:18]([CH:19]3[CH2:20][CH2:21][N:22]([C:25]([O:27][C:28]([CH3:29])([CH3:31])[CH3:30])=[O:26])[CH2:23][CH2:24]3)[C:34](=[O:36])[O:32][C:13]=2[CH:12]=1, predict the reactants needed to synthesize it. The reactants are: CCN(C(C)C)C(C)C.[F:10][C:11]1[C:16]([CH3:17])=[CH:15][C:14]([NH:18][CH:19]2[CH2:24][CH2:23][N:22]([C:25]([O:27][C:28]([CH3:31])([CH3:30])[CH3:29])=[O:26])[CH2:21][CH2:20]2)=[C:13]([OH:32])[CH:12]=1.Cl[C:34](Cl)([O:36]C(=O)OC(Cl)(Cl)Cl)Cl. (3) Given the product [N:22]1[CH:23]=[CH:24][CH:25]=[CH:26][C:21]=1[C:19]#[C:20][C:2]1[CH:3]=[C:4]([CH:16]=[CH:17][CH:18]=1)[C:5]([N:7]1[CH2:15][C:14]2[C:9](=[CH:10][CH:11]=[CH:12][CH:13]=2)[CH2:8]1)=[O:6], predict the reactants needed to synthesize it. The reactants are: I[C:2]1[CH:3]=[C:4]([CH:16]=[CH:17][CH:18]=1)[C:5]([N:7]1[CH2:15][C:14]2[C:9](=[CH:10][CH:11]=[CH:12][CH:13]=2)[CH2:8]1)=[O:6].[C:19]([C:21]1[CH:26]=[CH:25][CH:24]=[CH:23][N:22]=1)#[CH:20].C(N(CC)CC)C. (4) Given the product [CH3:10][O:9][C:5]1[CH2:4][C:3](=[CH:2][CH:11]2[CH2:16][CH2:15][O:14][CH2:13][CH2:12]2)[C:7](=[O:8])[CH:6]=1, predict the reactants needed to synthesize it. The reactants are: O[CH:2]([CH:11]1[CH2:16][CH2:15][O:14][CH2:13][CH2:12]1)[CH:3]1[C:7](=[O:8])[CH:6]=[C:5]([O:9][CH3:10])[CH2:4]1.C(N(CC)CC)C.CS(Cl)(=O)=O.C(=O)([O-])[O-].[K+].[K+]. (5) Given the product [CH3:82][O:81][C:77]1[CH:76]=[C:75]([NH:74][C:63]2[C:62]3[C:67](=[C:68]([CH3:70])[CH:69]=[C:60]([S:57]([CH2:56][CH2:55][CH2:54][CH2:53][CH2:52][CH2:51][CH2:50][CH2:49][CH2:48][CH2:47][CH:46]=[O:45])(=[O:58])=[O:59])[CH:61]=3)[N:66]=[CH:65][C:64]=2[C:71]([NH2:73])=[O:72])[CH:80]=[CH:79][CH:78]=1, predict the reactants needed to synthesize it. The reactants are: COC1C=C(NC2C3C(=C(C)C=C(S(C4C=CC=C(C(=O)NCCCCCCCC=O)C=4)(=O)=O)C=3)N=CC=2C(N)=O)C=CC=1.[OH:45][CH2:46][CH2:47][CH2:48][CH2:49][CH2:50][CH2:51][CH2:52][CH2:53][CH2:54][CH2:55][CH2:56][S:57]([C:60]1[CH:61]=[C:62]2[C:67](=[C:68]([CH3:70])[CH:69]=1)[N:66]=[CH:65][C:64]([C:71]([NH2:73])=[O:72])=[C:63]2[NH:74][C:75]1[CH:80]=[CH:79][CH:78]=[C:77]([O:81][CH3:82])[CH:76]=1)(=[O:59])=[O:58]. (6) Given the product [CH3:32][O:33][CH2:34][C:35]([NH:1][C@H:2]1[CH2:7][CH2:6][C@H:5]([NH:8][C:9]([C:11]2[C:15]3[N:16]=[CH:17][N:18]=[C:19]([C:20]4[CH:25]=[CH:24][C:23]([F:26])=[CH:22][C:21]=4[O:27][CH2:28][CH:29]4[CH2:30][CH2:31]4)[C:14]=3[NH:13][CH:12]=2)=[O:10])[CH2:4][CH2:3]1)=[O:36], predict the reactants needed to synthesize it. The reactants are: [NH2:1][C@H:2]1[CH2:7][CH2:6][C@H:5]([NH:8][C:9]([C:11]2[C:15]3[N:16]=[CH:17][N:18]=[C:19]([C:20]4[CH:25]=[CH:24][C:23]([F:26])=[CH:22][C:21]=4[O:27][CH2:28][CH:29]4[CH2:31][CH2:30]4)[C:14]=3[NH:13][CH:12]=2)=[O:10])[CH2:4][CH2:3]1.[CH3:32][O:33][CH2:34][C:35](Cl)=[O:36].